This data is from Catalyst prediction with 721,799 reactions and 888 catalyst types from USPTO. The task is: Predict which catalyst facilitates the given reaction. Reactant: Cl[CH2:2][Si:3]([O:8][CH3:9])([O:6][CH3:7])[O:4][CH3:5].[NH3:10]. Product: [NH2:10][CH2:2][Si:3]([O:8][CH3:9])([O:6][CH3:7])[O:4][CH3:5]. The catalyst class is: 194.